Dataset: NCI-60 drug combinations with 297,098 pairs across 59 cell lines. Task: Regression. Given two drug SMILES strings and cell line genomic features, predict the synergy score measuring deviation from expected non-interaction effect. (1) Drug 1: CN(CCCl)CCCl.Cl. Drug 2: C1C(C(OC1N2C=NC3=C2NC=NCC3O)CO)O. Cell line: DU-145. Synergy scores: CSS=44.8, Synergy_ZIP=-6.93, Synergy_Bliss=-5.25, Synergy_Loewe=-5.80, Synergy_HSA=-3.32. (2) Drug 1: CCCCCOC(=O)NC1=NC(=O)N(C=C1F)C2C(C(C(O2)C)O)O. Drug 2: C1CN(CCN1C(=O)CCBr)C(=O)CCBr. Cell line: OVCAR-4. Synergy scores: CSS=0.0595, Synergy_ZIP=-0.377, Synergy_Bliss=1.62, Synergy_Loewe=-8.67, Synergy_HSA=-4.79.